From a dataset of Forward reaction prediction with 1.9M reactions from USPTO patents (1976-2016). Predict the product of the given reaction. (1) Given the reactants [CH:1]([N:14]1[CH2:17][CH:16]([NH:18][CH2:19][C@H:20]([OH:37])[CH2:21][O:22][C:23]2[CH:28]=[CH:27][C:26]([O:29][CH2:30][C:31]3[CH:36]=[CH:35][CH:34]=[CH:33][CH:32]=3)=[CH:25][CH:24]=2)[CH2:15]1)([C:8]1[CH:13]=[CH:12][CH:11]=[CH:10][CH:9]=1)[C:2]1[CH:7]=[CH:6][CH:5]=[CH:4][CH:3]=1.[C:38]([O:42][C:43](O[C:43]([O:42][C:38]([CH3:41])([CH3:40])[CH3:39])=[O:44])=[O:44])([CH3:41])([CH3:40])[CH3:39], predict the reaction product. The product is: [C:38]([O:42][C:43](=[O:44])[N:18]([CH:16]1[CH2:15][N:14]([CH:1]([C:2]2[CH:7]=[CH:6][CH:5]=[CH:4][CH:3]=2)[C:8]2[CH:9]=[CH:10][CH:11]=[CH:12][CH:13]=2)[CH2:17]1)[CH2:19][C@H:20]([OH:37])[CH2:21][O:22][C:23]1[CH:24]=[CH:25][C:26]([O:29][CH2:30][C:31]2[CH:32]=[CH:33][CH:34]=[CH:35][CH:36]=2)=[CH:27][CH:28]=1)([CH3:41])([CH3:40])[CH3:39]. (2) Given the reactants N1[NH:2][C:3](=[O:7])[CH:4]=[CH:5]C=1.Br[C:9]1[CH:14]=[CH:13][C:12]([C@H:15]2[CH2:17][C@@H:16]2[CH2:18][N:19]2[CH2:23][CH2:22][CH2:21][C@H:20]2[CH3:24])=[CH:11][CH:10]=1.N, predict the reaction product. The product is: [CH3:24][C@@H:20]1[CH2:21][CH2:22][CH2:23][N:19]1[CH2:18][C@H:16]1[CH2:17][C@@H:15]1[C:12]1[CH:13]=[CH:14][C:9]([N:2]2[CH2:5][CH2:4][C:3]2=[O:7])=[CH:10][CH:11]=1. (3) The product is: [F:28][C:29]1[CH:36]=[CH:35][CH:34]=[CH:33][C:30]=1[CH2:31][C:13]1([C:17]([O:19][CH3:20])=[O:18])[CH2:14][CH2:15][CH2:16][N:11]([C:21]([O:23][C:24]([CH3:27])([CH3:26])[CH3:25])=[O:22])[CH2:12]1. Given the reactants C[Si]([N-][Si](C)(C)C)(C)C.[Li+].[N:11]1([C:21]([O:23][C:24]([CH3:27])([CH3:26])[CH3:25])=[O:22])[CH2:16][CH2:15][CH2:14][CH:13]([C:17]([O:19][CH3:20])=[O:18])[CH2:12]1.[F:28][C:29]1[CH:36]=[CH:35][CH:34]=[CH:33][C:30]=1[CH2:31]Br, predict the reaction product. (4) The product is: [CH3:24][C:4]1[N:3]=[C:2]([NH2:1])[N:7]=[C:6]([NH2:8])[C:5]=1[N:9]1[CH2:10][CH2:11][N:12]([C:15]2[CH:16]=[CH:17][C:18]([C:21](=[N:32][NH:31][C:25]3[CH:30]=[CH:29][CH:28]=[CH:27][CH:26]=3)[CH3:22])=[CH:19][CH:20]=2)[CH2:13][CH2:14]1. Given the reactants [NH2:1][C:2]1[N:7]=[C:6]([NH2:8])[C:5]([N:9]2[CH2:14][CH2:13][N:12]([C:15]3[CH:20]=[CH:19][C:18]([C:21](=O)[CH3:22])=[CH:17][CH:16]=3)[CH2:11][CH2:10]2)=[C:4]([CH3:24])[N:3]=1.[C:25]1([NH:31][NH2:32])[CH:30]=[CH:29][CH:28]=[CH:27][CH:26]=1, predict the reaction product. (5) Given the reactants [CH3:1][C:2]1[C:10]2[C:6](=[CH:7][N:8](COCC[Si](C)(C)C)[N:9]=2)[CH:5]=[C:4]([CH2:19][CH:20]([NH:33][C:34](=O)[O:35]C(C)(C)C)[C:21]2[N:22]([CH2:26][C:27]3[CH:32]=[CH:31][CH:30]=[CH:29][N:28]=3)[CH:23]=[CH:24][N:25]=2)[CH:3]=1.Cl.C(C1NC=CN=1)(C1NC=CN=1)=O.C(N(C(C)C)CC)(C)C.[NH:63]1[CH2:68][CH2:67][CH:66]([N:69]2[CH2:78][C:77]3[C:72](=[CH:73][CH:74]=[CH:75][CH:76]=3)[NH:71][C:70]2=[O:79])[CH2:65][CH2:64]1, predict the reaction product. The product is: [CH3:1][C:2]1[CH:3]=[C:4]([CH2:19][CH:20]([NH:33][C:34]([N:63]2[CH2:64][CH2:65][CH:66]([N:69]3[CH2:78][C:77]4[C:72](=[CH:73][CH:74]=[CH:75][CH:76]=4)[NH:71][C:70]3=[O:79])[CH2:67][CH2:68]2)=[O:35])[C:21]2[N:22]([CH2:26][C:27]3[CH:32]=[CH:31][CH:30]=[CH:29][N:28]=3)[CH:23]=[CH:24][N:25]=2)[CH:5]=[C:6]2[C:10]=1[NH:9][N:8]=[CH:7]2. (6) Given the reactants [Cl:1][CH2:2][C:3]1[C:4]2[C:9]([CH:10]=[C:11]3[C:16]=1[CH:15]=[CH:14][CH:13]=[CH:12]3)=[CH:8][CH:7]=[CH:6][CH:5]=2.[CH2:17]([N:24]([CH3:26])[CH3:25])[C:18]1[CH:23]=[CH:22][CH:21]=[CH:20][CH:19]=1.CC(C)CC(=O)C, predict the reaction product. The product is: [Cl-:1].[CH:5]1[C:4]2[C:9](=[CH:10][C:11]3[C:16]([C:3]=2[CH2:2][N+:24]([CH2:17][C:18]2[CH:23]=[CH:22][CH:21]=[CH:20][CH:19]=2)([CH3:26])[CH3:25])=[CH:15][CH:14]=[CH:13][CH:12]=3)[CH:8]=[CH:7][CH:6]=1. (7) The product is: [CH3:1][C:2]([CH2:14][CH2:15][CH:16]=[C:17]([CH3:29])[CH2:18][CH2:19][CH:20]=[C:21]([CH3:28])[CH2:22][CH2:23][CH:24]=[C:25]([CH3:27])[CH3:26])=[CH:3][CH2:4][CH2:5][C:6]([O:8][CH2:9][CH:10]([CH2:12][OH:13])[OH:11])=[O:7].[OH2:7]. Given the reactants [CH3:1][C:2]([CH2:14][CH2:15][CH:16]=[C:17]([CH3:29])[CH2:18][CH2:19][CH:20]=[C:21]([CH3:28])[CH2:22][CH2:23][CH:24]=[C:25]([CH3:27])[CH3:26])=[CH:3][CH2:4][CH2:5][C:6]([O:8][CH2:9][CH:10]([CH2:12][OH:13])[OH:11])=[O:7], predict the reaction product.